From a dataset of Reaction yield outcomes from USPTO patents with 853,638 reactions. Predict the reaction yield, written as a fraction of the theoretical maximum amount of product (1.0 means a 100% yield; for example, 0.34 means a 34% yield). (1) The reactants are [H-].[Al+3].[Li+].[H-].[H-].[H-].C([O:9][C:10]([C:12]1[CH:28]=[C:15]2[C:16](=O)[N:17]([CH2:20][C:21]3[CH:26]=[CH:25][CH:24]=[CH:23][CH:22]=3)[CH2:18][CH2:19][N:14]2[N:13]=1)=O)C. The catalyst is C1COCC1. The product is [C:21]1([CH2:20][N:17]2[CH2:18][CH2:19][N:14]3[N:13]=[C:12]([CH2:10][OH:9])[CH:28]=[C:15]3[CH2:16]2)[CH:22]=[CH:23][CH:24]=[CH:25][CH:26]=1. The yield is 1.00. (2) The reactants are Br[CH2:2][C:3]([C:5]1[CH:10]=[CH:9][CH:8]=[CH:7][C:6]=1[N+:11]([O-:13])=[O:12])=O.[NH2:14][C:15]1[CH:20]=[CH:19][CH:18]=[CH:17][N:16]=1. The catalyst is CC(C)=O. The product is [N+:11]([C:6]1[CH:7]=[CH:8][CH:9]=[CH:10][C:5]=1[C:3]1[N:14]=[C:15]2[CH:20]=[CH:19][CH:18]=[CH:17][N:16]2[CH:2]=1)([O-:13])=[O:12]. The yield is 0.740.